Task: Predict which catalyst facilitates the given reaction.. Dataset: Catalyst prediction with 721,799 reactions and 888 catalyst types from USPTO (1) Reactant: C(N(C(C)C)C(C)C)C.F[P-](F)(F)(F)(F)F.N1(O[P+](N2CCCC2)(N2CCCC2)N2CCCC2)C2C=CC=CC=2N=N1.[NH2:43][N:44]([CH3:52])[C:45](=[O:51])[O:46][C:47]([CH3:50])([CH3:49])[CH3:48].[F:53][C:54]([F:81])([F:80])[CH:55]([C:71]1[CH:76]=[C:75]([Cl:77])[C:74]([Cl:78])=[C:73]([Cl:79])[CH:72]=1)/[CH:56]=[CH:57]/[C:58]1[CH:66]=[CH:65][C:61]([C:62](O)=[O:63])=[C:60]([C:67]([F:70])([F:69])[F:68])[CH:59]=1. Product: [CH3:52][N:44]([C:45]([O:46][C:47]([CH3:50])([CH3:49])[CH3:48])=[O:51])[NH:43][C:62](=[O:63])[C:61]1[CH:65]=[CH:66][C:58](/[CH:57]=[CH:56]/[CH:55]([C:71]2[CH:72]=[C:73]([Cl:79])[C:74]([Cl:78])=[C:75]([Cl:77])[CH:76]=2)[C:54]([F:53])([F:80])[F:81])=[CH:59][C:60]=1[C:67]([F:69])([F:70])[F:68]. The catalyst class is: 46. (2) Reactant: [F:1][C:2]1([F:56])[CH2:7][CH2:6][CH:5]([C:8]2[C:17]3[CH:16]([O:18][CH2:19][C:20]4[CH:25]=[CH:24][C:23]([O:26][CH3:27])=[CH:22][CH:21]=4)[CH2:15][C:14]([CH3:29])([CH3:28])[CH2:13][C:12]=3[N:11]=[C:10]([CH:30]3[CH2:35][CH2:34][N:33]([C:36]4[N:41]=[CH:40][C:39]([CH2:42][OH:43])=[CH:38][N:37]=4)[CH2:32][CH2:31]3)[C:9]=2[CH:44]([F:55])[C:45]2[CH:50]=[CH:49][C:48]([C:51]([F:54])([F:53])[F:52])=[CH:47][CH:46]=2)[CH2:4][CH2:3]1.[CH:57](N(C(C)C)CC)(C)[CH3:58].CS(Cl)(=O)=O.C(=O)([O-])O.[Na+]. Product: [F:56][C:2]1([F:1])[CH2:7][CH2:6][CH:5]([C:8]2[C:17]3[CH:16]([O:18][CH2:19][C:20]4[CH:21]=[CH:22][C:23]([O:26][CH3:27])=[CH:24][CH:25]=4)[CH2:15][C:14]([CH3:28])([CH3:29])[CH2:13][C:12]=3[N:11]=[C:10]([CH:30]3[CH2:31][CH2:32][N:33]([C:36]4[N:41]=[CH:40][C:39]([CH2:42][O:43][CH2:57][CH3:58])=[CH:38][N:37]=4)[CH2:34][CH2:35]3)[C:9]=2[CH:44]([F:55])[C:45]2[CH:46]=[CH:47][C:48]([C:51]([F:53])([F:52])[F:54])=[CH:49][CH:50]=2)[CH2:4][CH2:3]1. The catalyst class is: 429. (3) Reactant: [F:1][C:2]1[CH:7]=[C:6]([B:8]2[O:12][C:11]([CH3:14])([CH3:13])[C:10]([CH3:16])([CH3:15])[O:9]2)[CH:5]=[CH:4][C:3]=1[OH:17].Br[CH2:19][CH2:20][CH2:21][CH2:22][C:23]([O:25][CH2:26][CH3:27])=[O:24].C([O-])([O-])=O.[Cs+].[Cs+]. Product: [CH2:26]([O:25][C:23](=[O:24])[CH2:22][CH2:21][CH2:20][CH2:19][O:17][C:3]1[CH:4]=[CH:5][C:6]([B:8]2[O:12][C:11]([CH3:13])([CH3:14])[C:10]([CH3:16])([CH3:15])[O:9]2)=[CH:7][C:2]=1[F:1])[CH3:27]. The catalyst class is: 23.